The task is: Predict the reaction yield, written as a fraction of the theoretical maximum amount of product (1.0 means a 100% yield; for example, 0.34 means a 34% yield).. This data is from Reaction yield outcomes from USPTO patents with 853,638 reactions. (1) The reactants are [I:1][C:2]1[CH:12]=[N:11][C:5]2[NH:6][CH2:7][C:8](=[O:10])[NH:9][C:4]=2[CH:3]=1.Br[CH:14]([C:16]1[C:21]([Cl:22])=[C:20]([F:23])[CH:19]=[CH:18][C:17]=1[F:24])[CH3:15]. No catalyst specified. The product is [Cl:22][C:21]1[C:20]([F:23])=[CH:19][CH:18]=[C:17]([F:24])[C:16]=1[CH:14]([N:9]1[C:8](=[O:10])[CH2:7][NH:6][C:5]2[N:11]=[CH:12][C:2]([I:1])=[CH:3][C:4]1=2)[CH3:15]. The yield is 0.110. (2) The reactants are [C:1]([C:4]1[CH:9]=[C:8]([Cl:10])[CH:7]=[CH:6][C:5]=1[NH:11][S:12]([C:15]([F:18])([F:17])[F:16])(=[O:14])=[O:13])(=O)[CH3:2].Cl.[F:20][C:21]1[CH:26]=[CH:25][C:24]([O:27][NH2:28])=[CH:23][CH:22]=1.CC([O-])=O.[Na+]. The product is [Cl:10][C:8]1[CH:7]=[CH:6][C:5]([NH:11][S:12]([C:15]([F:18])([F:17])[F:16])(=[O:14])=[O:13])=[C:4]([C:1](=[N:28][O:27][C:24]2[CH:25]=[CH:26][C:21]([F:20])=[CH:22][CH:23]=2)[CH3:2])[CH:9]=1. The catalyst is CCO. The yield is 0.960. (3) The reactants are [CH3:1][C:2]([O:4][C:5]([CH3:7])=[O:6])=O.[C:8]([O:12][C:13]([N:15]1[CH2:20][CH2:19][N:18]([C:21]2[N:26]=[CH:25][N+:24]([O-])=[C:23]3C[CH2:29][C@@H:30](C)[C:22]=23)[CH2:17][CH2:16]1)=[O:14])([CH3:11])([CH3:10])[CH3:9]. No catalyst specified. The product is [C:5]([O:4][CH:2]1[C:23]2[N:24]=[CH:25][N:26]=[C:21]([N:18]3[CH2:19][CH2:20][N:15]([C:13]([O:12][C:8]([CH3:11])([CH3:10])[CH3:9])=[O:14])[CH2:16][CH2:17]3)[C:22]=2[C@H:30]([CH3:29])[CH2:1]1)(=[O:6])[CH3:7]. The yield is 1.00. (4) The reactants are [I:1][C:2]1[CH:3]=[C:4]([N+:27]([O-])=O)[C:5]([NH:8][CH2:9][C:10]2[CH:15]=[CH:14][C:13]([O:16][CH2:17][C:18]3[CH:19]=[N:20][C:21]([CH3:24])=[CH:22][CH:23]=3)=[C:12]([O:25][CH3:26])[CH:11]=2)=[N:6][CH:7]=1. The catalyst is C(O)(=O)C.C(OCC)(=O)C.[Fe]. The product is [I:1][C:2]1[CH:3]=[C:4]([NH2:27])[C:5]([NH:8][CH2:9][C:10]2[CH:15]=[CH:14][C:13]([O:16][CH2:17][C:18]3[CH:19]=[N:20][C:21]([CH3:24])=[CH:22][CH:23]=3)=[C:12]([O:25][CH3:26])[CH:11]=2)=[N:6][CH:7]=1. The yield is 0.550. (5) The reactants are [CH2:1]([C@@H:8]1[NH:13][CH2:12][CH2:11][N:10]([CH2:14][C:15]2[CH:20]=[CH:19][C:18](Br)=[CH:17][CH:16]=2)[CH2:9]1)[C:2]1[CH:7]=[CH:6][CH:5]=[CH:4][CH:3]=1.[Cl:22][C:23]1[CH:28]=[CH:27][C:26]([CH3:29])=[CH:25][C:24]=1B(O)O.C(=O)([O-])[O-].[Na+].[Na+].C1(C)C=CC=CC=1. The catalyst is C1C=CC([P]([Pd]([P](C2C=CC=CC=2)(C2C=CC=CC=2)C2C=CC=CC=2)([P](C2C=CC=CC=2)(C2C=CC=CC=2)C2C=CC=CC=2)[P](C2C=CC=CC=2)(C2C=CC=CC=2)C2C=CC=CC=2)(C2C=CC=CC=2)C2C=CC=CC=2)=CC=1.C(O)C. The product is [CH2:1]([CH:8]1[NH:13][CH2:12][CH2:11][N:10]([CH2:14][C:15]2[CH:20]=[CH:19][C:18]([C:24]3[CH:25]=[C:26]([CH3:29])[CH:27]=[CH:28][C:23]=3[Cl:22])=[CH:17][CH:16]=2)[CH2:9]1)[C:2]1[CH:7]=[CH:6][CH:5]=[CH:4][CH:3]=1. The yield is 0.990. (6) The reactants are [Br:1][C:2]1[CH:7]=[CH:6][C:5]([F:8])=[CH:4][C:3]=1[OH:9].C(N(C(C)C)CC)(C)C.[CH3:19][O:20][CH2:21]Cl. The catalyst is ClCCl. The product is [Br:1][C:2]1[CH:7]=[CH:6][C:5]([F:8])=[CH:4][C:3]=1[O:9][CH2:19][O:20][CH3:21]. The yield is 0.710. (7) The reactants are [N:1]1([C:11]2[C:15]3[CH2:16][N:17]([C:20](=[O:22])[CH3:21])[CH2:18][CH2:19][C:14]=3[N:13]([CH:23]3[CH2:26][O:25][CH2:24]3)[N:12]=2)[C:10]2[C:5](=[CH:6][CH:7]=[CH:8][CH:9]=2)[CH2:4][CH2:3][CH2:2]1.[Br:27]N1C(=O)CCC1=O. The catalyst is CN(C=O)C. The product is [Br:27][C:7]1[CH:6]=[C:5]2[C:10](=[CH:9][CH:8]=1)[N:1]([C:11]1[C:15]3[CH2:16][N:17]([C:20](=[O:22])[CH3:21])[CH2:18][CH2:19][C:14]=3[N:13]([CH:23]3[CH2:24][O:25][CH2:26]3)[N:12]=1)[CH2:2][CH2:3][CH2:4]2. The yield is 0.780. (8) The yield is 0.460. The catalyst is C1(C)C=CC=CC=1.CC([O-])=O.CC([O-])=O.[Pd+2].C1C=CC(P(C2C(C3C(P(C4C=CC=CC=4)C4C=CC=CC=4)=CC=C4C=3C=CC=C4)=C3C(C=CC=C3)=CC=2)C2C=CC=CC=2)=CC=1. The product is [Cl:1][C:2]1[CH:3]=[C:4]([CH2:9][OH:10])[CH:5]=[N:6][C:7]=1[NH:16][C:15]1[CH:17]=[CH:18][C:12]([Cl:11])=[CH:13][CH:14]=1. The reactants are [Cl:1][C:2]1[CH:3]=[C:4]([CH2:9][OH:10])[CH:5]=[N:6][C:7]=1Cl.[Cl:11][C:12]1[CH:18]=[CH:17][C:15]([NH2:16])=[CH:14][CH:13]=1.C([O-])([O-])=O.[K+].[K+]. (9) The reactants are FC(F)(F)C(O)=O.[CH3:8][C:9]([C:12]1[CH:13]=[C:14]([C:23]2[N:24]=[C:25]([CH2:28][N:29](C(OC(C)(C)C)=O)[CH3:30])[S:26][CH:27]=2)[CH:15]=[C:16]([C:19]([CH3:22])([CH3:21])[CH3:20])[C:17]=1[OH:18])([CH3:11])[CH3:10].C([SiH](CC)CC)C. The catalyst is ClCCl. The product is [CH3:11][C:9]([C:12]1[CH:13]=[C:14]([C:23]2[N:24]=[C:25]([CH2:28][NH:29][CH3:30])[S:26][CH:27]=2)[CH:15]=[C:16]([C:19]([CH3:20])([CH3:21])[CH3:22])[C:17]=1[OH:18])([CH3:8])[CH3:10]. The yield is 0.730.